This data is from Forward reaction prediction with 1.9M reactions from USPTO patents (1976-2016). The task is: Predict the product of the given reaction. (1) The product is: [Cl:1][C:2]1[CH:16]=[C:15]([O:17][CH2:18][CH:19]=[C:20]([Cl:22])[Cl:21])[CH:14]=[C:13]([Cl:23])[C:3]=1[O:4][CH2:5][CH2:6][CH2:7][O:8][C:31]1[CH:32]=[C:33]2[C:38](=[CH:39][CH:40]=1)[C:37](=[O:41])[CH2:36][CH2:35][CH2:34]2. Given the reactants [Cl:1][C:2]1[CH:16]=[C:15]([O:17][CH2:18][CH:19]=[C:20]([Cl:22])[Cl:21])[CH:14]=[C:13]([Cl:23])[C:3]=1[O:4][CH2:5][CH2:6][CH2:7][O:8]S(C)(=O)=O.C(=O)([O-])[O-].[K+].[K+].O[C:31]1[CH:32]=[C:33]2[C:38](=[CH:39][CH:40]=1)[C:37](=[O:41])[CH2:36][CH2:35][CH2:34]2.O, predict the reaction product. (2) Given the reactants [CH2:1]([NH:4][C:5]1[S:6][C:7]([C:10]([NH:12][C:13]2[S:14][C:15]([C:18](=O)[NH:19][C:20]3[S:21][CH:22]=[C:23]([C:25]4[CH:30]=[CH:29][C:28]([CH3:31])=[CH:27][CH:26]=4)[N:24]=3)=[CH:16][N:17]=2)=O)=[CH:8][N:9]=1)[CH2:2][CH3:3], predict the reaction product. The product is: [CH2:1]([NH:4][C:5]1[S:6][C:7]([CH2:10][NH:12][C:13]2[S:14][C:15]([CH2:18][NH:19][C:20]3[S:21][CH:22]=[C:23]([C:25]4[CH:30]=[CH:29][C:28]([CH3:31])=[CH:27][CH:26]=4)[N:24]=3)=[CH:16][N:17]=2)=[CH:8][N:9]=1)[CH2:2][CH3:3]. (3) Given the reactants [Cl:1][C:2]1[CH:7]=[CH:6][C:5]([S:8]([N:11]2[CH2:16][CH2:15][N:14](C(OC(C)(C)C)=O)[CH2:13][C@@H:12]2[CH3:24])(=[O:10])=[O:9])=[CH:4][CH:3]=1, predict the reaction product. The product is: [ClH:1].[Cl:1][C:2]1[CH:3]=[CH:4][C:5]([S:8]([N:11]2[CH2:16][CH2:15][NH:14][CH2:13][C@@H:12]2[CH3:24])(=[O:9])=[O:10])=[CH:6][CH:7]=1. (4) Given the reactants CC[N:3](CCCC(NC1C=C(/C=C/C2C=CC=CC=2Cl)N=C2C=C(Cl)C=CC=12)C)CC.Cl[C:33]1[C:34]2[CH2:42][CH2:41][N:40](C3C=CC=CN=3)[CH2:39][C:35]=2[N:36]=[CH:37][N:38]=1, predict the reaction product. The product is: [N:36]1[C:35]2[CH:39]=[N:40][CH:41]=[CH:42][C:34]=2[C:33]([NH2:3])=[N:38][CH:37]=1. (5) Given the reactants [C:1]1([C:7]2[CH:8]=[C:9]([S:13]([C:16]3[CH:24]=[CH:23][C:22]4[N:21]([CH3:25])[C:20]5[CH2:26][CH:27]6[NH:31][CH:30]([C:19]=5[C:18]=4[C:17]=3C(OCCCC)=O)[CH2:29][CH2:28]6)(=[O:15])=[O:14])[CH:10]=[CH:11][CH:12]=2)[CH:6]=[CH:5][CH:4]=[CH:3][CH:2]=1.[ClH:39], predict the reaction product. The product is: [ClH:39].[C:1]1([C:7]2[CH:8]=[C:9]([S:13]([C:16]3[CH:17]=[C:18]4[C:22](=[CH:23][CH:24]=3)[N:21]([CH3:25])[C:20]3[CH2:26][CH:27]5[NH:31][CH:30]([C:19]4=3)[CH2:29][CH2:28]5)(=[O:14])=[O:15])[CH:10]=[CH:11][CH:12]=2)[CH:2]=[CH:3][CH:4]=[CH:5][CH:6]=1.